This data is from NCI-60 drug combinations with 297,098 pairs across 59 cell lines. The task is: Regression. Given two drug SMILES strings and cell line genomic features, predict the synergy score measuring deviation from expected non-interaction effect. (1) Drug 1: C#CCC(CC1=CN=C2C(=N1)C(=NC(=N2)N)N)C3=CC=C(C=C3)C(=O)NC(CCC(=O)O)C(=O)O. Drug 2: C1CN(P(=O)(OC1)NCCCl)CCCl. Cell line: HCC-2998. Synergy scores: CSS=8.40, Synergy_ZIP=2.22, Synergy_Bliss=1.76, Synergy_Loewe=7.34, Synergy_HSA=-2.64. (2) Drug 1: C1CNP(=O)(OC1)N(CCCl)CCCl. Drug 2: C1CN(P(=O)(OC1)NCCCl)CCCl. Cell line: SK-MEL-28. Synergy scores: CSS=-0.631, Synergy_ZIP=0.137, Synergy_Bliss=-0.562, Synergy_Loewe=-1.03, Synergy_HSA=-2.32. (3) Drug 1: CC1C(C(CC(O1)OC2CC(CC3=C2C(=C4C(=C3O)C(=O)C5=C(C4=O)C(=CC=C5)OC)O)(C(=O)CO)O)N)O.Cl. Drug 2: CC(C)CN1C=NC2=C1C3=CC=CC=C3N=C2N. Cell line: CAKI-1. Synergy scores: CSS=22.2, Synergy_ZIP=-5.53, Synergy_Bliss=0.444, Synergy_Loewe=-5.96, Synergy_HSA=-0.867. (4) Drug 1: CS(=O)(=O)C1=CC(=C(C=C1)C(=O)NC2=CC(=C(C=C2)Cl)C3=CC=CC=N3)Cl. Drug 2: CN(C)N=NC1=C(NC=N1)C(=O)N. Cell line: SNB-75. Synergy scores: CSS=-3.99, Synergy_ZIP=1.48, Synergy_Bliss=-1.54, Synergy_Loewe=-4.30, Synergy_HSA=-4.17. (5) Drug 1: CC1CCC2CC(C(=CC=CC=CC(CC(C(=O)C(C(C(=CC(C(=O)CC(OC(=O)C3CCCCN3C(=O)C(=O)C1(O2)O)C(C)CC4CCC(C(C4)OC)OCCO)C)C)O)OC)C)C)C)OC. Drug 2: C1CN(P(=O)(OC1)NCCCl)CCCl. Cell line: MCF7. Synergy scores: CSS=-1.30, Synergy_ZIP=0.456, Synergy_Bliss=-0.838, Synergy_Loewe=-1.29, Synergy_HSA=-2.33. (6) Drug 2: COC1=NC(=NC2=C1N=CN2C3C(C(C(O3)CO)O)O)N. Drug 1: CC(CN1CC(=O)NC(=O)C1)N2CC(=O)NC(=O)C2. Synergy scores: CSS=34.7, Synergy_ZIP=-1.74, Synergy_Bliss=3.22, Synergy_Loewe=-4.16, Synergy_HSA=3.33. Cell line: SN12C.